From a dataset of Catalyst prediction with 721,799 reactions and 888 catalyst types from USPTO. Predict which catalyst facilitates the given reaction. Reactant: [F:1][C:2]1[CH:7]=[C:6]([N:8]2[CH2:12][C@H:11]([CH2:13][NH:14][C:15](=[O:17])[CH3:16])[O:10][C:9]2=[O:18])[CH:5]=[CH:4][C:3]=1[C:19]1[CH:24]=[CH:23][C:22]([CH2:25][NH:26][CH2:27][C:28]2[NH:32][N:31]=[N:30][CH:29]=2)=[CH:21][CH:20]=1.[BrH:33]. Product: [BrH:33].[F:1][C:2]1[CH:7]=[C:6]([N:8]2[CH2:12][C@H:11]([CH2:13][NH:14][C:15](=[O:17])[CH3:16])[O:10][C:9]2=[O:18])[CH:5]=[CH:4][C:3]=1[C:19]1[CH:24]=[CH:23][C:22]([CH2:25][NH:26][CH2:27][C:28]2[NH:32][N:31]=[N:30][CH:29]=2)=[CH:21][CH:20]=1. The catalyst class is: 8.